This data is from Full USPTO retrosynthesis dataset with 1.9M reactions from patents (1976-2016). The task is: Predict the reactants needed to synthesize the given product. (1) Given the product [ClH:2].[Cl:2][C:3]1[CH:4]=[C:5]([CH:35]=[CH:36][C:37]=1[Cl:38])[CH2:6][CH:7]1[C:16]2[CH:15]=[C:14]([O:17][CH2:18][CH2:19][N:20]([CH3:41])[S:21]([C:24]3[CH:25]=[N:26][N:27]([CH3:29])[CH:28]=3)(=[O:22])=[O:23])[CH:13]=[CH:12][C:11]=2[CH2:10][CH2:9][CH:8]1[N:30]1[CH2:31][CH2:32][CH2:33][CH2:34]1, predict the reactants needed to synthesize it. The reactants are: Cl.[Cl:2][C:3]1[CH:4]=[C:5]([CH:35]=[CH:36][C:37]=1[Cl:38])[CH2:6][CH:7]1[C:16]2[CH:15]=[C:14]([O:17][CH2:18][CH2:19][NH:20][S:21]([C:24]3[CH:25]=[N:26][N:27]([CH3:29])[CH:28]=3)(=[O:23])=[O:22])[CH:13]=[CH:12][C:11]=2[CH2:10][CH2:9][CH:8]1[N:30]1[CH2:34][CH2:33][CH2:32][CH2:31]1.IC.[C:41](=O)([O-])[O-].[Cs+].[Cs+].O. (2) Given the product [F:20][C:21]1[CH:22]=[C:23]2[C:28](=[CH:29][CH:30]=1)[C:27]([CH2:31][OH:32])=[C:26]([O:33][CH3:34])[CH:25]=[CH:24]2, predict the reactants needed to synthesize it. The reactants are: CS(OCC1C2C(=C(F)C=CC=2)C=CC=1OC)(=O)=O.[F:20][C:21]1[CH:22]=[C:23]2[C:28](=[CH:29][CH:30]=1)[C:27]([CH:31]=[O:32])=[C:26]([O:33][CH3:34])[CH:25]=[CH:24]2.